Dataset: Forward reaction prediction with 1.9M reactions from USPTO patents (1976-2016). Task: Predict the product of the given reaction. (1) Given the reactants [C:1]1([S:7]([C:10]2[C@H](O)C[C@H](C)[CH2:14][CH:15]=2)(=O)=O)[CH:6]=[CH:5][CH:4]=[CH:3][CH:2]=1.[CH3:18]CN(CC)CC.CS(Cl)(=O)=O.[Li+].C[Si]([N-][Si](C)(C)C)(C)C.[CH2:40]1[CH2:44][O:43][CH2:42][CH2:41]1, predict the reaction product. The product is: [CH3:18][C@H:40]1[CH:41]=[CH:42][C:10]([S:7][C:1]2[CH:6]=[CH:5][CH:4]=[CH:3][CH:2]=2)=[CH:15][CH2:14][C@H:44]1[OH:43]. (2) Given the reactants [Cl:1][C:2]1[CH:22]=[C:21]([Cl:23])[CH:20]=[CH:19][C:3]=1[CH2:4][N:5]1[C:9]([CH2:10][CH2:11][C:12](O)=[O:13])=[CH:8][C:7]([O:15][CH:16]([CH3:18])[CH3:17])=[N:6]1.[CH3:24][S:25]([NH2:28])(=[O:27])=[O:26].N12CCCN=C1CCCCC2.Cl, predict the reaction product. The product is: [Cl:1][C:2]1[CH:22]=[C:21]([Cl:23])[CH:20]=[CH:19][C:3]=1[CH2:4][N:5]1[C:9]([CH2:10][CH2:11][C:12]([NH:28][S:25]([CH3:24])(=[O:27])=[O:26])=[O:13])=[CH:8][C:7]([O:15][CH:16]([CH3:18])[CH3:17])=[N:6]1.